This data is from Forward reaction prediction with 1.9M reactions from USPTO patents (1976-2016). The task is: Predict the product of the given reaction. (1) Given the reactants C(OC([N:8]1[CH2:13][CH2:12][CH2:11][CH:10]([NH:14][C:15]2[C:20]([C:21]3[S:22][C:23]([C:26]([O:28][CH3:29])=[O:27])=[N:24][N:25]=3)=[CH:19][N:18]=[C:17]([C:30]3[CH:35]=[CH:34][CH:33]=[C:32]([C:36]4[CH:37]=[N:38][N:39]([CH3:41])[CH:40]=4)[CH:31]=3)[N:16]=2)[CH2:9]1)=O)(C)(C)C.[ClH:42], predict the reaction product. The product is: [ClH:42].[CH3:29][O:28][C:26]([C:23]1[S:22][C:21]([C:20]2[C:15]([NH:14][CH:10]3[CH2:11][CH2:12][CH2:13][NH:8][CH2:9]3)=[N:16][C:17]([C:30]3[CH:35]=[CH:34][CH:33]=[C:32]([C:36]4[CH:37]=[N:38][N:39]([CH3:41])[CH:40]=4)[CH:31]=3)=[N:18][CH:19]=2)=[N:25][N:24]=1)=[O:27]. (2) Given the reactants [C:1]([C:3]1[CH2:4][CH2:5][N:6]([C:9]([O:11][C:12]([CH3:15])([CH3:14])[CH3:13])=[O:10])[CH2:7][CH:8]=1)#[N:2].[N-:16]=[N+:17]=[N-:18].[Na+].[Cl-].[NH4+].[OH-].[Na+].Cl.C(O[CH2:29][CH3:30])(=O)C, predict the reaction product. The product is: [C:30]1([N:18]2[N:17]=[N:16][C:1]([C:3]3[CH2:8][CH2:7][N:6]([C:9]([O:11][C:12]([CH3:15])([CH3:14])[CH3:13])=[O:10])[CH2:5][CH:4]=3)=[N:2]2)[CH:29]=[CH:7][CH:8]=[CH:3][CH:1]=1.